Predict which catalyst facilitates the given reaction. From a dataset of Catalyst prediction with 721,799 reactions and 888 catalyst types from USPTO. (1) Reactant: CS[C:3]1[CH:4]=[C:5]([CH:9]=[C:10]([C:12]([F:15])([F:14])[F:13])[CH:11]=1)[C:6]([NH2:8])=[O:7].O[O:17][S:18]([O-:20])=O.[K+].[C:22](OCC)(=O)C.CCCCCC. Product: [CH3:22][S:18]([C:3]1[CH:4]=[C:5]([CH:9]=[C:10]([C:12]([F:13])([F:14])[F:15])[CH:11]=1)[C:6]([NH2:8])=[O:7])(=[O:20])=[O:17]. The catalyst class is: 21. (2) Reactant: [Cl:1][C:2]1[CH:3]=[C:4]2[C:8](=[C:9]([NH:11][CH:12]3[CH2:17][CH2:16][O:15][CH2:14][CH2:13]3)[CH:10]=1)[NH:7][C:6]([C:18]1[S:19][CH2:20][C@@H:21]([CH2:23][CH2:24][N:25]3[CH2:30][CH2:29][NH:28][CH2:27][CH2:26]3)[N:22]=1)=[CH:5]2.[C:31](O)(=[O:34])[CH2:32][OH:33].C(N(CC)CC)C.C(Cl)CCl.C1C=CC2N(O)N=NC=2C=1.Cl. The catalyst class is: 9. Product: [Cl:1][C:2]1[CH:3]=[C:4]2[C:8](=[C:9]([NH:11][CH:12]3[CH2:17][CH2:16][O:15][CH2:14][CH2:13]3)[CH:10]=1)[NH:7][C:6]([C:18]1[S:19][CH2:20][C@@H:21]([CH2:23][CH2:24][N:25]3[CH2:30][CH2:29][N:28]([C:32](=[O:33])[CH2:31][OH:34])[CH2:27][CH2:26]3)[N:22]=1)=[CH:5]2. (3) Reactant: C(OC([N:8]1[CH2:12][C@@H:11]([CH2:13][N:14]([CH:31]([CH3:33])[CH3:32])[C:15](=[O:30])[C:16]2[CH:21]=[CH:20][C:19]([O:22][CH3:23])=[C:18]([O:24][CH2:25][CH2:26][CH2:27][O:28][CH3:29])[CH:17]=2)[C@H:10]([OH:34])[CH2:9]1)=O)(C)(C)C.Br[CH2:36][C:37]1[CH:38]=[C:39]([C:43]2[CH:48]=[CH:47][CH:46]=[C:45]([N+:49]([O-])=O)[CH:44]=2)[CH:40]=[CH:41][CH:42]=1.[CH3:52][C:53]#N.[OH2:55].CC#N. Product: [C:53]([NH:49][C:45]1[CH:44]=[C:43]([C:39]2[CH:40]=[CH:41][CH:42]=[C:37]([CH2:36][O:34][C@@H:10]3[CH2:9][NH:8][CH2:12][C@H:11]3[CH2:13][N:14]([CH:31]([CH3:33])[CH3:32])[C:15](=[O:30])[C:16]3[CH:21]=[CH:20][C:19]([O:22][CH3:23])=[C:18]([O:24][CH2:25][CH2:26][CH2:27][O:28][CH3:29])[CH:17]=3)[CH:38]=2)[CH:48]=[CH:47][CH:46]=1)(=[O:55])[CH3:52]. The catalyst class is: 6. (4) Reactant: [CH2:1]([O:8][C:9]1[C:14](=[O:15])[CH:13]=[C:12]([CH2:16][OH:17])[O:11][C:10]=1[C:18]([O:20][CH3:21])=[O:19])[C:2]1[CH:7]=[CH:6][CH:5]=[CH:4][CH:3]=1.[CH3:22][S:23](Cl)(=[O:25])=[O:24]. Product: [CH2:1]([O:8][C:9]1[C:14](=[O:15])[CH:13]=[C:12]([CH2:16][O:17][S:23]([CH3:22])(=[O:25])=[O:24])[O:11][C:10]=1[C:18]([O:20][CH3:21])=[O:19])[C:2]1[CH:3]=[CH:4][CH:5]=[CH:6][CH:7]=1. The catalyst class is: 2. (5) Reactant: [N:1]1[C:10]2[C:5](=[CH:6][CH:7]=[CH:8][CH:9]=2)[CH:4]=[C:3]([C:11]#[C:12][CH2:13][OH:14])[CH:2]=1.CC(C)([O-])C.[K+].[CH:21]1([N:27]([CH:31]2[CH2:36][CH2:35][CH2:34][CH2:33][CH2:32]2)[C:28](Cl)=[O:29])[CH2:26][CH2:25][CH2:24][CH2:23][CH2:22]1.[NH4+].[Cl-]. The catalyst class is: 680. Product: [CH:21]1([N:27]([CH:31]2[CH2:36][CH2:35][CH2:34][CH2:33][CH2:32]2)[C:28]([O:14][CH2:13][C:12]#[C:11][C:3]2[CH:2]=[N:1][C:10]3[C:5]([CH:4]=2)=[CH:6][CH:7]=[CH:8][CH:9]=3)=[O:29])[CH2:22][CH2:23][CH2:24][CH2:25][CH2:26]1. (6) Reactant: Cl.Cl.[NH:3]1[CH2:8][CH2:7][CH2:6][C@@H:5]([NH:9][C:10]2[N:11]=[CH:12][C:13](/[CH:16]=[CH:17]/[C:18]([O:20][CH2:21][CH3:22])=[O:19])=[N:14][CH:15]=2)[CH2:4]1.C(N(C(C)C)CC)(C)C.[C:32]1(=O)[CH2:37][CH2:36][CH2:35][CH2:34][CH2:33]1.[Na].C(=O)(O)[O-].[Na+]. Product: [CH:32]1([N:3]2[CH2:8][CH2:7][CH2:6][C@@H:5]([NH:9][C:10]3[N:11]=[CH:12][C:13](/[CH:16]=[CH:17]/[C:18]([O:20][CH2:21][CH3:22])=[O:19])=[N:14][CH:15]=3)[CH2:4]2)[CH2:37][CH2:36][CH2:35][CH2:34][CH2:33]1. The catalyst class is: 26. (7) The catalyst class is: 22. Product: [CH3:5][C:6]1[CH:13]=[CH:12][CH:11]=[C:10]([N+:14]([O-:16])=[O:15])[C:7]=1[CH2:8][Br:2]. Reactant: P(Br)(Br)[Br:2].[CH3:5][C:6]1[CH:13]=[CH:12][CH:11]=[C:10]([N+:14]([O-:16])=[O:15])[C:7]=1[CH2:8]O.